This data is from Reaction yield outcomes from USPTO patents with 853,638 reactions. The task is: Predict the reaction yield, written as a fraction of the theoretical maximum amount of product (1.0 means a 100% yield; for example, 0.34 means a 34% yield). The reactants are CCN(CC)CC.O[C@@H:9]([CH3:27])[C@@H:10]([NH:14][C:15]([O:17][CH2:18][CH2:19][CH2:20][C:21]1[CH:26]=[CH:25][CH:24]=[CH:23][CH:22]=1)=[O:16])[C:11]([OH:13])=[O:12].CN(C(ON1N=NC2C=CC=CC1=2)=[N+](C)C)C.F[P-](F)(F)(F)(F)F. The catalyst is C(Cl)Cl. The product is [C:21]1([CH2:20][CH2:19][CH2:18][O:17][C:15](=[O:16])[NH:14][C@H:10]2[C:11](=[O:13])[O:12][C@H:9]2[CH3:27])[CH:26]=[CH:25][CH:24]=[CH:23][CH:22]=1. The yield is 0.310.